This data is from Full USPTO retrosynthesis dataset with 1.9M reactions from patents (1976-2016). The task is: Predict the reactants needed to synthesize the given product. (1) Given the product [CH3:15][N:14]1[C:10]([C:3](=[N:2][O:1][CH2:17][C:18]2[N:23]=[C:22]([N:24]3[C:25](=[O:34])[C:26]4[C:31](=[CH:30][CH:29]=[CH:28][CH:27]=4)[C:32]3=[O:33])[CH:21]=[CH:20][CH:19]=2)[C:4]2[CH:5]=[CH:6][CH:7]=[CH:8][CH:9]=2)=[CH:11][N:12]=[CH:13]1, predict the reactants needed to synthesize it. The reactants are: [OH:1][N:2]=[C:3]([C:10]1[N:14]([CH3:15])[CH:13]=[N:12][CH:11]=1)[C:4]1[CH:9]=[CH:8][CH:7]=[CH:6][CH:5]=1.Br[CH2:17][C:18]1[N:23]=[C:22]([N:24]2[C:32](=[O:33])[C:31]3[C:26](=[CH:27][CH:28]=[CH:29][CH:30]=3)[C:25]2=[O:34])[CH:21]=[CH:20][CH:19]=1.C(=O)([O-])[O-].[Cs+].[Cs+].[I-].[K+]. (2) Given the product [CH2:1]([N:3]([CH2:29][C:30]1[CH:31]=[CH:32][C:33]([O:36][CH2:39][CH2:40][N:42]([CH2:44][CH:45]([CH3:47])[CH3:46])[CH3:43])=[CH:34][CH:35]=1)[C:4]1[CH:9]=[C:8]([O:10][CH3:11])[CH:7]=[CH:6][C:5]=1[CH:12]1[CH2:21][CH2:20][C:19]2[CH:18]=[C:17]([OH:22])[CH:16]=[CH:15][C:14]=2[CH2:13]1)[CH3:2], predict the reactants needed to synthesize it. The reactants are: [CH2:1]([N:3]([C:29](=O)[C:30]1[CH:35]=[CH:34][C:33]([OH:36])=[CH:32][CH:31]=1)[C:4]1[CH:9]=[C:8]([O:10][CH3:11])[CH:7]=[CH:6][C:5]=1[CH:12]1[CH2:21][CH2:20][C:19]2[CH:18]=[C:17]([O:22]C(=O)C(C)(C)C)[CH:16]=[CH:15][C:14]=2[CH2:13]1)[CH3:2].Cl[CH2:39][C:40]([N:42]([CH2:44][CH:45]([CH3:47])[CH3:46])[CH3:43])=O. (3) Given the product [CH3:16][O:15][C:4]1[CH:3]=[C:2]([CH:7]=[CH:6][C:5]=1[C:8]1[CH:9]=[C:10]([CH3:14])[N:11]=[N:12][CH:13]=1)[NH2:36], predict the reactants needed to synthesize it. The reactants are: Br[C:2]1[CH:7]=[CH:6][C:5]([C:8]2[CH:9]=[C:10]([CH3:14])[N:11]=[N:12][CH:13]=2)=[C:4]([O:15][CH3:16])[CH:3]=1.CC(C)([O-])C.[Na+].C(=[NH:36])(C1C=CC=CC=1)C1C=CC=CC=1.CC([O-])=O.[Na+].[NH4+].C(=O)([O-])[O-].[Na+].[Na+]. (4) Given the product [C:32]1([O:31][C:29]([N:9]2[C@H:8]([C:2]3[CH:3]=[CH:4][CH:5]=[CH:6][CH:7]=3)[C@H:12]([C:13]3[CH:14]=[CH:15][CH:16]=[CH:17][CH:18]=3)[N:11]=[C:10]2[S:19][CH3:20])=[O:30])[CH:37]=[CH:36][CH:35]=[CH:34][CH:33]=1, predict the reactants needed to synthesize it. The reactants are: I.[C:2]1([C@H:8]2[C@@H:12]([C:13]3[CH:18]=[CH:17][CH:16]=[CH:15][CH:14]=3)[NH:11][C:10]([S:19][CH3:20])=[N:9]2)[CH:7]=[CH:6][CH:5]=[CH:4][CH:3]=1.C(N(CC)CC)C.Cl[C:29]([O:31][C:32]1[CH:37]=[CH:36][CH:35]=[CH:34][CH:33]=1)=[O:30]. (5) Given the product [NH2:11][CH2:12][CH2:13][C:14]1[CH:19]=[CH:18][CH:17]=[CH:16][C:15]=1[C:20]1[CH:25]=[CH:24][C:23]([C@H:26]2[C@H:31]([C:32]3[CH:37]=[CH:36][N:35]([CH3:38])[C:34](=[O:39])[CH:33]=3)[CH2:30][CH2:29][N:28]([C:40]([O:42][C:43]([CH3:45])([CH3:44])[CH3:46])=[O:41])[CH2:27]2)=[C:22]([Cl:47])[CH:21]=1, predict the reactants needed to synthesize it. The reactants are: C(OC([NH:11][CH2:12][CH2:13][C:14]1[CH:19]=[CH:18][CH:17]=[CH:16][C:15]=1[C:20]1[CH:25]=[CH:24][C:23]([C@H:26]2[C@H:31]([C:32]3[CH:37]=[CH:36][N:35]([CH3:38])[C:34](=[O:39])[CH:33]=3)[CH2:30][CH2:29][N:28]([C:40]([O:42][C:43]([CH3:46])([CH3:45])[CH3:44])=[O:41])[CH2:27]2)=[C:22]([Cl:47])[CH:21]=1)=O)C1C=CC=CC=1. (6) Given the product [CH2:9]1[NH:8][CH2:13][CH2:12][N:11]2[CH2:14][C@@H:15]([OH:17])[CH2:16][C@H:10]12, predict the reactants needed to synthesize it. The reactants are: C([N:8]1[CH2:13][CH2:12][N:11]2[CH2:14][C@@H:15]([OH:17])[CH2:16][C@@H:10]2[CH2:9]1)C1C=CC=CC=1.[H][H]. (7) Given the product [CH2:22]([S:19]([C:16]1[CH:17]=[CH:18][C:13]([O:12][C:3]2[C:2]([N:24]3[CH2:28][CH2:27][CH2:26][C@@H:25]3[C:29](=[O:31])[CH3:30])=[CH:7][C:6]3[NH:8][C:29]([CH:25]4[CH2:26][CH2:27][CH2:28][NH:24]4)=[N:9][C:5]=3[CH:4]=2)=[CH:14][CH:15]=1)(=[O:21])=[O:20])[CH3:23], predict the reactants needed to synthesize it. The reactants are: F[C:2]1[C:3]([O:12][C:13]2[CH:18]=[CH:17][C:16]([S:19]([CH2:22][CH3:23])(=[O:21])=[O:20])=[CH:15][CH:14]=2)=[CH:4][C:5]([N+:9]([O-])=O)=[C:6]([NH2:8])[CH:7]=1.[NH:24]1[CH2:28][CH2:27][CH2:26][CH:25]1[C@H:29]([OH:31])[CH3:30]. (8) Given the product [C:9]([O:18][C:17]([NH:16][C@@H:19]([CH2:10][CH:9]([CH3:12])[CH3:11])[CH2:5][C:4]#[N:3])=[O:14])([CH3:12])([CH3:11])[CH3:10], predict the reactants needed to synthesize it. The reactants are: N1[CH:5]=[CH:4][N:3]=C1.[Si](Cl)([C:9]([CH3:12])([CH3:11])[CH3:10])(C)C.[OH2:14].C[N:16]([CH3:19])[CH:17]=[O:18].